Predict the reactants needed to synthesize the given product. From a dataset of Full USPTO retrosynthesis dataset with 1.9M reactions from patents (1976-2016). Given the product [CH2:1]([N:3]([CH2:30][CH3:31])[C:4]1[CH:9]=[C:8]([C:10]2[O:14][N:13]=[C:12]([C:15]3[CH:20]=[C:19]([CH3:21])[C:18]([CH2:22][CH2:23][C:24]([NH:35][CH2:34][CH2:32][OH:33])=[O:26])=[C:17]([CH2:27][CH3:28])[CH:16]=3)[N:11]=2)[CH:7]=[C:6]([CH3:29])[N:5]=1)[CH3:2], predict the reactants needed to synthesize it. The reactants are: [CH2:1]([N:3]([CH2:30][CH3:31])[C:4]1[CH:9]=[C:8]([C:10]2[O:14][N:13]=[C:12]([C:15]3[CH:20]=[C:19]([CH3:21])[C:18]([CH2:22][CH2:23][C:24]([OH:26])=O)=[C:17]([CH2:27][CH3:28])[CH:16]=3)[N:11]=2)[CH:7]=[C:6]([CH3:29])[N:5]=1)[CH3:2].[CH2:32]([CH2:34][NH2:35])[OH:33].Cl.